Dataset: Forward reaction prediction with 1.9M reactions from USPTO patents (1976-2016). Task: Predict the product of the given reaction. (1) Given the reactants [N:1]([C:4]1[CH:9]=[CH:8][C:7]([O:10][CH2:11][C:12]#[CH:13])=[CH:6][CH:5]=1)=[C:2]=[S:3].[NH2:14][CH:15]([C:19]#[N:20])[C:16]([NH2:18])=[O:17], predict the reaction product. The product is: [NH2:20][C:19]1[S:3][C:2]([NH:1][C:4]2[CH:9]=[CH:8][C:7]([O:10][CH2:11][C:12]#[CH:13])=[CH:6][CH:5]=2)=[N:14][C:15]=1[C:16]([NH2:18])=[O:17]. (2) Given the reactants [CH3:1][O:2][C:3]([C:5]1([NH:12][C:13]([C:15]2[CH:16]=[N:17][C:18]([O:22][CH3:23])=[C:19](Br)[CH:20]=2)=[O:14])[CH2:11][CH2:10][CH2:9][CH2:8][CH2:7][CH2:6]1)=[O:4].[C:24]([C:26]1[CH:27]=[C:28](B(O)O)[CH:29]=[CH:30][CH:31]=1)#[N:25].[F-].[K+].F[B-](F)(F)F.C([PH+](C(C)(C)C)C(C)(C)C)(C)(C)C, predict the reaction product. The product is: [CH3:1][O:2][C:3]([C:5]1([NH:12][C:13]([C:15]2[CH:16]=[N:17][C:18]([O:22][CH3:23])=[C:19]([C:30]3[CH:29]=[CH:28][CH:27]=[C:26]([C:24]#[N:25])[CH:31]=3)[CH:20]=2)=[O:14])[CH2:11][CH2:10][CH2:9][CH2:8][CH2:7][CH2:6]1)=[O:4]. (3) Given the reactants [CH3:1][N:2]([CH3:22])[CH2:3][CH2:4][N:5]1[C:14]2[C:9](=[CH:10][C:11]([I:15])=[CH:12][CH:13]=2)[C:8](=[O:16])[C:7]([C:17]([O:19]CC)=[O:18])=[CH:6]1.[OH-].[K+], predict the reaction product. The product is: [CH3:1][N:2]([CH3:22])[CH2:3][CH2:4][N:5]1[C:14]2[C:9](=[CH:10][C:11]([I:15])=[CH:12][CH:13]=2)[C:8](=[O:16])[C:7]([C:17]([OH:19])=[O:18])=[CH:6]1. (4) Given the reactants [CH3:1][O:2][C:3]1[N:8]=[CH:7][C:6]([NH:9][C:10]2[C:15]([C:16]3[N:24]=[C:23]([CH3:25])[N:22]=[C:21]4[C:17]=3[N:18]=[CH:19][NH:20]4)=[CH:14][C:13]([CH2:26][N:27]3[CH2:32][CH2:31][NH:30][CH2:29][CH2:28]3)=[CH:12][N:11]=2)=[CH:5][CH:4]=1.CCN(C(C)C)C(C)C.[CH3:42][S:43](Cl)(=[O:45])=[O:44], predict the reaction product. The product is: [CH3:1][O:2][C:3]1[N:8]=[CH:7][C:6]([NH:9][C:10]2[C:15]([C:16]3[N:24]=[C:23]([CH3:25])[N:22]=[C:21]4[C:17]=3[N:18]=[CH:19][NH:20]4)=[CH:14][C:13]([CH2:26][N:27]3[CH2:28][CH2:29][N:30]([S:43]([CH3:42])(=[O:45])=[O:44])[CH2:31][CH2:32]3)=[CH:12][N:11]=2)=[CH:5][CH:4]=1. (5) Given the reactants [NH:1]1[CH2:5][CH2:4][CH2:3][CH2:2]1.[Cl:6][CH2:7][C:8](Cl)=[O:9], predict the reaction product. The product is: [Cl:6][CH2:7][C:8]([N:1]1[CH2:5][CH2:4][CH2:3][CH2:2]1)=[O:9]. (6) Given the reactants [CH2:1]([S:8][CH2:9][CH2:10][CH2:11][O:12][C:13]1[CH:18]=[CH:17][C:16]([CH:19]2[CH2:24][CH2:23][N:22]([C:25]([O:27][C:28]([CH3:31])([CH3:30])[CH3:29])=[O:26])[CH2:21][CH:20]2[OH:32])=[CH:15][CH:14]=1)[C:2]1[CH:7]=[CH:6][CH:5]=[CH:4][CH:3]=1.Cl[CH2:34][C:35]1[CH:36]=[C:37]([O:47][CH3:48])[C:38]2[C:43]([CH:44]=1)=[C:42]([O:45][CH3:46])[CH:41]=[CH:40][CH:39]=2, predict the reaction product. The product is: [CH2:1]([S:8][CH2:9][CH2:10][CH2:11][O:12][C:13]1[CH:18]=[CH:17][C:16]([CH:19]2[CH2:24][CH2:23][N:22]([C:25]([O:27][C:28]([CH3:29])([CH3:31])[CH3:30])=[O:26])[CH2:21][CH:20]2[O:32][CH2:34][C:35]2[CH:36]=[C:37]([O:47][CH3:48])[C:38]3[C:43](=[C:42]([O:45][CH3:46])[CH:41]=[CH:40][CH:39]=3)[CH:44]=2)=[CH:15][CH:14]=1)[C:2]1[CH:3]=[CH:4][CH:5]=[CH:6][CH:7]=1.